This data is from Full USPTO retrosynthesis dataset with 1.9M reactions from patents (1976-2016). The task is: Predict the reactants needed to synthesize the given product. (1) Given the product [Br:2][C:3]1[CH:9]=[C:8]([O:10][CH3:11])[CH:7]=[C:6]2[C:4]=1[NH:5][N:14]=[CH:12]2, predict the reactants needed to synthesize it. The reactants are: Br.[Br:2][C:3]1[CH:9]=[C:8]([O:10][CH3:11])[CH:7]=[C:6]([CH3:12])[C:4]=1[NH2:5].Cl.[N:14]([O-])=O.[Na+].C([O-])(=O)C.[Na+].CC(S)(C)C.CC(C)([O-])C.[K+]. (2) Given the product [N:1]1([C:19]([C:18]2[CH:22]=[CH:23][N:24]=[CH:25][C:17]=2[NH:16][C:14]([C:12]2[C:11]([NH:26][C:27]3[CH:28]=[N:29][CH:30]=[N:31][CH:32]=3)=[CH:10][CH:9]=[C:8]([CH:5]3[CH2:7][CH2:6]3)[N:13]=2)=[O:15])=[O:20])[CH2:4][CH2:3][CH2:2]1, predict the reactants needed to synthesize it. The reactants are: [NH:1]1[CH2:4][CH2:3][CH2:2]1.[CH:5]1([C:8]2[N:13]=[C:12]([C:14]([NH:16][C:17]3[CH:25]=[N:24][CH:23]=[CH:22][C:18]=3[C:19](O)=[O:20])=[O:15])[C:11]([NH:26][C:27]3[CH:28]=[N:29][CH:30]=[N:31][CH:32]=3)=[CH:10][CH:9]=2)[CH2:7][CH2:6]1. (3) Given the product [NH:8]1[C:12]2[CH:13]=[CH:14][CH:15]=[CH:16][C:11]=2[N:10]=[C:9]1[NH:17][CH2:18][CH:19]1[CH2:24][CH2:23][N:22]([C:28]2[CH:33]=[CH:32][C:31]([CH2:34][CH:35]([NH:39][C:40](=[O:50])[C:41]3[C:42]([CH3:49])=[CH:43][C:44]([CH3:48])=[CH:45][C:46]=3[CH3:47])[C:36]([OH:38])=[O:37])=[CH:30][CH:29]=2)[CH2:21][CH2:20]1, predict the reactants needed to synthesize it. The reactants are: FC(F)(F)C(O)=O.[NH:8]1[C:12]2[CH:13]=[CH:14][CH:15]=[CH:16][C:11]=2[N:10]=[C:9]1[NH:17][CH2:18][CH:19]1[CH2:24][CH2:23][NH:22][CH2:21][CH2:20]1.B([C:28]1[CH:33]=[CH:32][C:31]([CH2:34][CH:35]([NH:39][C:40](=[O:50])[C:41]2[C:46]([CH3:47])=[CH:45][C:44]([CH3:48])=[CH:43][C:42]=2[CH3:49])[C:36]([OH:38])=[O:37])=[CH:30][CH:29]=1)(O)O.CCN(CC)CC. (4) Given the product [Cl:1][C:2]1[CH:3]=[CH:4][C:5]([C:8]2[CH:9]=[C:10]([CH3:19])[C:11]3[N:12]([C:14]([C:17]#[C:18][C:24]4[CH:23]=[N:22][C:21]([NH2:20])=[N:26][CH:25]=4)=[CH:15][N:16]=3)[CH:13]=2)=[CH:6][CH:7]=1, predict the reactants needed to synthesize it. The reactants are: [Cl:1][C:2]1[CH:7]=[CH:6][C:5]([C:8]2[CH:9]=[C:10]([CH3:19])[C:11]3[N:12]([C:14]([C:17]#[CH:18])=[CH:15][N:16]=3)[CH:13]=2)=[CH:4][CH:3]=1.[NH2:20][C:21]1[N:26]=[CH:25][C:24](I)=[CH:23][N:22]=1. (5) Given the product [F:1][C:2]1[CH:8]=[CH:7][C:5]([NH2:6])=[CH:4][C:3]=1[OH:9], predict the reactants needed to synthesize it. The reactants are: [F:1][C:2]1[CH:8]=[CH:7][C:5]([NH2:6])=[CH:4][C:3]=1[O:9]C.B(Cl)(Cl)Cl. (6) The reactants are: [Si:1]([O:18][CH2:19][C:20]1[CH:25]=[C:24]([CH3:26])[C:23]([N+:27]([O-])=O)=[CH:22][N:21]=1)([C:14]([CH3:17])([CH3:16])[CH3:15])([C:8]1[CH:13]=[CH:12][CH:11]=[CH:10][CH:9]=1)[C:2]1[CH:7]=[CH:6][CH:5]=[CH:4][CH:3]=1.C(OCC)(=O)C. Given the product [Si:1]([O:18][CH2:19][C:20]1[N:21]=[CH:22][C:23]([NH2:27])=[C:24]([CH3:26])[CH:25]=1)([C:14]([CH3:16])([CH3:17])[CH3:15])([C:8]1[CH:13]=[CH:12][CH:11]=[CH:10][CH:9]=1)[C:2]1[CH:3]=[CH:4][CH:5]=[CH:6][CH:7]=1, predict the reactants needed to synthesize it. (7) Given the product [NH2:49][C@H:50]1[CH2:55][CH2:54][CH2:53][CH2:52][C@H:51]1[NH:56][C:5](=[O:7])[C:4]1[CH:8]=[CH:9][C:10]([C:12]([F:15])([F:14])[F:13])=[CH:11][C:3]=1[S:2][CH3:1], predict the reactants needed to synthesize it. The reactants are: [CH3:1][S:2][C:3]1[CH:11]=[C:10]([C:12]([F:15])([F:14])[F:13])[CH:9]=[CH:8][C:4]=1[C:5]([OH:7])=O.C(N(CC)C(C)C)(C)C.F[P-](F)(F)(F)(F)F.N1(OC(N(C)C)=[N+](C)C)C2N=CC=CC=2N=N1.[NH2:49][C@@H:50]1[CH2:55][CH2:54][CH2:53][CH2:52][C@@H:51]1[NH2:56].